This data is from Reaction yield outcomes from USPTO patents with 853,638 reactions. The task is: Predict the reaction yield, written as a fraction of the theoretical maximum amount of product (1.0 means a 100% yield; for example, 0.34 means a 34% yield). (1) The reactants are [C:1]1([Mg]Br)[CH:6]=[CH:5][CH:4]=[CH:3][CH:2]=1.[CH:9](=[O:13])/[CH:10]=[CH:11]/[CH3:12].[Cl-].[NH4+]. The catalyst is O1CCCC1.CCOCC. The product is [C:1]1([CH:9]([OH:13])[CH:10]=[CH:11][CH3:12])[CH:6]=[CH:5][CH:4]=[CH:3][CH:2]=1. The yield is 0.999. (2) The reactants are [CH2:1]([N:8]1[CH2:25][CH2:24][C:11]2([N:15]=[C:14]([C:16]3[CH:21]=[CH:20][C:19]([Br:22])=[CH:18][CH:17]=3)[NH:13][C:12]2=[O:23])[CH2:10][CH2:9]1)[C:2]1[CH:7]=[CH:6][CH:5]=[CH:4][CH:3]=1.I[CH2:27][C@@H:28]1[CH2:32][CH2:31][N:30]([C:33]([O:35][C:36]([CH3:39])([CH3:38])[CH3:37])=[O:34])[CH2:29]1.C([O-])([O-])=O.[K+].[K+]. The catalyst is CN(C=O)C. The product is [CH2:1]([N:8]1[CH2:25][CH2:24][C:11]2([N:15]=[C:14]([C:16]3[CH:17]=[CH:18][C:19]([Br:22])=[CH:20][CH:21]=3)[N:13]([CH2:27][C@@H:28]3[CH2:32][CH2:31][N:30]([C:33]([O:35][C:36]([CH3:37])([CH3:39])[CH3:38])=[O:34])[CH2:29]3)[C:12]2=[O:23])[CH2:10][CH2:9]1)[C:2]1[CH:3]=[CH:4][CH:5]=[CH:6][CH:7]=1. The yield is 0.570. (3) The reactants are [C:1]([O:5][C:6](=[O:61])[CH2:7][N:8]([CH2:53][C:54](=[O:60])[O:55][C:56]([CH3:59])([CH3:58])[CH3:57])[C:9](=[O:52])[CH2:10][N:11]1[CH:15]=[CH:14][N:13]=[C:12]1[CH2:16][N:17]([CH2:26][C:27]1[N:28]([CH2:32][C:33](=[O:51])[N:34]([CH2:43][C:44](=[O:50])[O:45][C:46]([CH3:49])([CH3:48])[CH3:47])[CH2:35][C:36](=[O:42])[O:37][C:38]([CH3:41])([CH3:40])[CH3:39])[CH:29]=[CH:30][N:31]=1)[CH2:18][CH2:19][CH2:20][CH2:21][CH2:22][C:23]([OH:25])=[O:24])([CH3:4])([CH3:3])[CH3:2].[NH:62]1CCCCC1. The catalyst is CN(C=O)C. The product is [NH2:62][C@@H:22]([CH2:21][CH2:20][CH2:19][CH2:18][N:17]([CH2:26][C:27]1[N:28]([CH2:32][C:33]([N:34]([CH2:43][C:44]([O:45][C:46]([CH3:47])([CH3:48])[CH3:49])=[O:50])[CH2:35][C:36](=[O:42])[O:37][C:38]([CH3:39])([CH3:40])[CH3:41])=[O:51])[CH:29]=[CH:30][N:31]=1)[CH2:16][C:12]1[N:11]([CH2:10][C:9](=[O:52])[N:8]([CH2:7][C:6](=[O:61])[O:5][C:1]([CH3:2])([CH3:3])[CH3:4])[CH2:53][C:54](=[O:60])[O:55][C:56]([CH3:59])([CH3:58])[CH3:57])[CH:15]=[CH:14][N:13]=1)[C:23]([OH:25])=[O:24]. The yield is 0.790.